Task: Predict which catalyst facilitates the given reaction.. Dataset: Catalyst prediction with 721,799 reactions and 888 catalyst types from USPTO (1) Reactant: O1CCCC1.[OH-].[Na+].[NH2:8][C:9]1[C:14]([C:15]2[O:19][N:18]=[C:17]([CH2:20][C:21]3[CH:26]=[CH:25][C:24]([OH:27])=[CH:23][CH:22]=3)[CH:16]=2)=[CH:13][CH:12]=[CH:11][N:10]=1.Cl[CH2:29][C:30]1[CH:35]=[CH:34][C:33]([F:36])=[CH:32][N:31]=1. Product: [F:36][C:33]1[CH:34]=[CH:35][C:30]([CH2:29][O:27][C:24]2[CH:25]=[CH:26][C:21]([CH2:20][C:17]3[CH:16]=[C:15]([C:14]4[C:9]([NH2:8])=[N:10][CH:11]=[CH:12][CH:13]=4)[O:19][N:18]=3)=[CH:22][CH:23]=2)=[N:31][CH:32]=1. The catalyst class is: 9. (2) Reactant: [S:1](=[O:35])(=[O:34])([O:3][C:4]1[CH:9]=[CH:8][C:7]([C:10]2[N:11]=[CH:12][N:13]([C:15](=[O:33])[N:16]([CH:18]3[CH2:23][CH2:22][N:21]([CH2:24][C:25]4[CH:30]=[CH:29][CH:28]=[C:27]([O:31][CH3:32])[CH:26]=4)[CH2:20][CH2:19]3)[CH3:17])[CH:14]=2)=[CH:6][CH:5]=1)[NH2:2].[ClH:36]. Product: [ClH:36].[S:1](=[O:34])(=[O:35])([O:3][C:4]1[CH:5]=[CH:6][C:7]([C:10]2[N:11]=[CH:12][N:13]([C:15](=[O:33])[N:16]([CH:18]3[CH2:19][CH2:20][N:21]([CH2:24][C:25]4[CH:30]=[CH:29][CH:28]=[C:27]([O:31][CH3:32])[CH:26]=4)[CH2:22][CH2:23]3)[CH3:17])[CH:14]=2)=[CH:8][CH:9]=1)[NH2:2]. The catalyst class is: 370. (3) Reactant: [F:1][C:2]1[CH:8]=[CH:7][CH:6]=[CH:5][C:3]=1[NH2:4].[Br:9][C:10]1[C:11]([F:21])=[C:12]([F:20])[C:13](F)=[C:14]([CH:18]=1)[C:15]([OH:17])=[O:16]. Product: [Br:9][C:10]1[C:11]([F:21])=[C:12]([F:20])[C:13]([NH:4][C:3]2[CH:5]=[CH:6][CH:7]=[CH:8][C:2]=2[F:1])=[C:14]([CH:18]=1)[C:15]([OH:17])=[O:16]. The catalyst class is: 1. (4) The catalyst class is: 4. Product: [OH:2][C:3]1[C:4]([C:13](=[O:19])[CH2:14][CH2:15][C:16]([OH:18])=[O:17])=[CH:5][C:6]2[CH2:7][CH2:8][CH2:9][CH2:10][C:11]=2[CH:12]=1. Reactant: C[O:2][C:3]1[CH:4]=[CH:5][C:6]2[CH2:7][CH2:8][CH2:9][CH2:10][C:11]=2[CH:12]=1.[C:13]1(=[O:19])[O:18][C:16](=[O:17])[CH2:15][CH2:14]1.[Cl-].[Al+3].[Cl-].[Cl-].Cl.